From a dataset of Full USPTO retrosynthesis dataset with 1.9M reactions from patents (1976-2016). Predict the reactants needed to synthesize the given product. (1) Given the product [CH:1]1([CH2:7][CH2:8][CH2:9][C:10]2[CH:11]=[C:12]([CH:16]=[CH:17][CH:18]=2)[C:13]([N:33]2[CH2:34][CH2:35][N:30]([C:28]([NH:27][C:23]3[CH:22]=[N:21][CH:26]=[CH:25][CH:24]=3)=[O:29])[CH2:31][CH2:32]2)=[O:15])[CH2:2][CH2:3][CH2:4][CH2:5][CH2:6]1, predict the reactants needed to synthesize it. The reactants are: [CH:1]1([CH2:7][CH2:8][CH2:9][C:10]2[CH:11]=[C:12]([CH:16]=[CH:17][CH:18]=2)[C:13]([OH:15])=O)[CH2:6][CH2:5][CH2:4][CH2:3][CH2:2]1.Cl.Cl.[N:21]1[CH:26]=[CH:25][CH:24]=[C:23]([NH:27][C:28]([N:30]2[CH2:35][CH2:34][NH:33][CH2:32][CH2:31]2)=[O:29])[CH:22]=1.CCN=C=NCCCN(C)C.C1C=CC2N(O)N=NC=2C=1. (2) Given the product [C:1]([O:5][C:6]([NH:8][CH2:9][CH2:10][CH2:11][C@@H:12]([CH2:16][C:17]1[N:18]=[CH:19][N:20]2[C:29]3[C:24](=[CH:25][C:26]([CH3:30])=[CH:27][CH:28]=3)[CH2:23][CH2:22][C:21]=12)[C:13]([O:15][C@H:37]([C:31]1[CH:36]=[CH:35][CH:34]=[CH:33][CH:32]=1)[C@@H:38]([N:40]1[CH2:41][CH2:42][CH2:43][CH2:44]1)[CH3:39])=[O:14])=[O:7])([CH3:4])([CH3:3])[CH3:2], predict the reactants needed to synthesize it. The reactants are: [C:1]([O:5][C:6]([NH:8][CH2:9][CH2:10][CH2:11][CH:12]([CH2:16][C:17]1[N:18]=[CH:19][N:20]2[C:29]3[C:24](=[CH:25][C:26]([CH3:30])=[CH:27][CH:28]=3)[CH2:23][CH2:22][C:21]=12)[C:13]([OH:15])=[O:14])=[O:7])([CH3:4])([CH3:3])[CH3:2].[C:31]1([C@@H:37](O)[C@@H:38]([N:40]2[CH2:44][CH2:43][CH2:42][CH2:41]2)[CH3:39])[CH:36]=[CH:35][CH:34]=[CH:33][CH:32]=1.Cl.CN(C)CCCN=C=NCC. (3) Given the product [CH3:23][S:24][C@@H:6]1[CH2:5][CH2:4][CH2:3][CH2:2][C@H:1]1[NH:7][C:8](=[O:9])[O:10][CH2:11][C:12]1[CH:17]=[CH:16][CH:15]=[CH:14][CH:13]=1, predict the reactants needed to synthesize it. The reactants are: [CH:1]12[N:7]([C:8]([O:10][CH2:11][C:12]3[CH:17]=[CH:16][CH:15]=[CH:14][CH:13]=3)=[O:9])[CH:6]1[CH2:5][CH2:4][CH2:3][CH2:2]2.[N+]([O-])([O-])=O.[NH4+].[CH3:23][S-:24].[Na+].C1OCCOCCOCCOCCOC1. (4) Given the product [N:4]1([CH2:3][CH2:2][O:1][C:17]2[CH:18]=[CH:19][C:14]([NH2:11])=[CH:15][CH:16]=2)[CH2:8][CH2:7][CH2:6][CH2:5]1, predict the reactants needed to synthesize it. The reactants are: [OH:1][CH2:2][CH2:3][N:4]1[CH2:8][CH2:7][CH2:6][CH2:5]1.[H-].[Na+].[N+:11]([C:14]1[CH:19]=[CH:18][C:17](F)=[CH:16][CH:15]=1)([O-])=O. (5) Given the product [CH:1]1([S:4]([C:7]2[CH:8]=[CH:9][C:10]([CH:13]([CH2:14][CH:15]3[CH2:20][CH2:19][O:18][CH2:17][CH2:16]3)[C:21](=[O:25])[CH2:22][CH:23]([CH3:24])[C:40]([C:35]3[CH:36]=[CH:37][CH:38]=[CH:39][N:34]=3)=[O:41])=[CH:11][CH:12]=2)(=[O:6])=[O:5])[CH2:2][CH2:3]1, predict the reactants needed to synthesize it. The reactants are: [CH:1]1([S:4]([C:7]2[CH:12]=[CH:11][C:10]([CH:13]([C:21](=[O:25])[CH:22]=[CH:23][CH3:24])[CH2:14][CH:15]3[CH2:20][CH2:19][O:18][CH2:17][CH2:16]3)=[CH:9][CH:8]=2)(=[O:6])=[O:5])[CH2:3][CH2:2]1.C(O)C.O1CCCC1.[N:34]1[CH:39]=[CH:38][CH:37]=[CH:36][C:35]=1[CH:40]=[O:41]. (6) The reactants are: [CH3:1][N:2]1[CH2:7][CH2:6][NH:5][CH2:4][CH2:3]1.C1(C)C=CC=CC=1.[CH2:15]([O:22][C:23]1[C:24]([CH3:32])=[N:25][C:26](Br)=[C:27]([CH3:30])[C:28]=1[CH3:29])[C:16]1[CH:21]=[CH:20][CH:19]=[CH:18][CH:17]=1.CC([O-])(C)C.[Na+]. Given the product [CH2:15]([O:22][C:23]1[C:28]([CH3:29])=[C:27]([CH3:30])[C:26]([N:5]2[CH2:6][CH2:7][N:2]([CH3:1])[CH2:3][CH2:4]2)=[N:25][C:24]=1[CH3:32])[C:16]1[CH:21]=[CH:20][CH:19]=[CH:18][CH:17]=1, predict the reactants needed to synthesize it. (7) Given the product [CH3:22][Si:21]([CH3:24])([CH3:23])[O:14][C:12]([C:9]1[CH:8]=[CH:7][C:6]([N:1]2[CH:5]=[N:4][CH:3]=[N:2]2)=[CH:11][CH:10]=1)=[CH2:13], predict the reactants needed to synthesize it. The reactants are: [N:1]1([C:6]2[CH:11]=[CH:10][C:9]([C:12](=[O:14])[CH3:13])=[CH:8][CH:7]=2)[CH:5]=[N:4][CH:3]=[N:2]1.FC(F)(F)S(O[Si:21]([CH3:24])([CH3:23])[CH3:22])(=O)=O. (8) Given the product [CH3:1][C:2]1[N:6]=[C:5]([C:7]2[C:15]3[CH2:14][CH2:13][O:12][CH2:11][C:10]=3[S:9][C:8]=2[NH:16][C:17]([C:19]2[CH2:24][CH2:23][CH2:22][C:20]=2[C:25]([OH:27])=[O:26])=[O:18])[O:4][N:3]=1, predict the reactants needed to synthesize it. The reactants are: [CH3:1][C:2]1[N:6]=[C:5]([C:7]2[C:15]3[CH2:14][CH2:13][O:12][CH2:11][C:10]=3[S:9][C:8]=2[NH:16][C:17]([C:19]2[CH2:24][CH2:23][CH2:22]C[C:20]=2[C:25]([OH:27])=[O:26])=[O:18])[O:4][N:3]=1.C12C(=O)OC(=O)C=1CCC2. (9) Given the product [C:1]([C:3]1[C:12]2[C:7](=[CH:8][CH:9]=[C:10]([O:13][C:14]3[C:23]4[C:18](=[CH:19][CH:20]=[CH:21][CH:22]=4)[CH:17]=[CH:16][CH:15]=3)[CH:11]=2)[C:6]([OH:24])=[C:5]([C:25]([NH:27][CH2:28][C:29]([CH3:36])([CH3:35])[C:30]([OH:32])=[O:31])=[O:26])[N:4]=1)#[N:2], predict the reactants needed to synthesize it. The reactants are: [C:1]([C:3]1[C:12]2[C:7](=[CH:8][CH:9]=[C:10]([O:13][C:14]3[C:23]4[C:18](=[CH:19][CH:20]=[CH:21][CH:22]=4)[CH:17]=[CH:16][CH:15]=3)[CH:11]=2)[C:6]([OH:24])=[C:5]([C:25]([NH:27][CH2:28][C:29]([CH3:36])([CH3:35])[C:30]([O:32]CC)=[O:31])=[O:26])[N:4]=1)#[N:2].O.CCOC(C)=O.Cl. (10) Given the product [CH3:24][C:19]([CH3:25])([CH2:18][O:17][C:16]1[CH:26]=[CH:27][C:13]([C:10]2[CH:9]=[C:8]([CH3:28])[C:7]([C:4]3[NH:5][C:37]([C:39]4([C:42]([F:45])([F:44])[F:43])[CH2:41][CH2:40]4)=[CH:36][N:6]=3)=[CH:12][N:11]=2)=[CH:14][CH:15]=1)[C:20]([O:22][CH3:23])=[O:21], predict the reactants needed to synthesize it. The reactants are: C(Cl)Cl.[C:4]([C:7]1[C:8]([CH3:28])=[CH:9][C:10]([C:13]2[CH:27]=[CH:26][C:16]([O:17][CH2:18][C:19]([CH3:25])([CH3:24])[C:20]([O:22][CH3:23])=[O:21])=[CH:15][CH:14]=2)=[N:11][CH:12]=1)(=[NH:6])[NH2:5].C(=O)([O-])[O-].[K+].[K+].Br[CH2:36][C:37]([C:39]1([C:42]([F:45])([F:44])[F:43])[CH2:41][CH2:40]1)=O.